Dataset: Experimentally validated miRNA-target interactions with 360,000+ pairs, plus equal number of negative samples. Task: Binary Classification. Given a miRNA mature sequence and a target amino acid sequence, predict their likelihood of interaction. (1) The miRNA is cel-miR-55-3p with sequence UACCCGUAUAAGUUUCUGCUGAG. The protein sequence of the target gene is MSTGSLSDVEDLQEVEMLDCDSLKVDSNKEFGTSNESTEEGSNCENGSPQKGRGGLGKRRKAPTKKSPLSGVSQEGKQVQRNAANARERARMRVLSKAFSRLKTTLPWVPPDTKLSKLDTLRLASSYIAHLRQILANDKYENGYIHPVNLTWPFMVAGKPENDLKEVVTANRLCGTTAS. Result: 0 (no interaction). (2) The miRNA is mmu-miR-3110-5p with sequence UUCUGCCUCCCCUGAAGGCUC. The protein sequence of the target gene is MAEAPQVVETDPDFEPLPRQRSCTWPLPRPEFNQSNSTTSSPAPSGGAAANPDAAASLASASAVSTDFMSNLSLLEESEDFARAPGCVAVAAAAAASRGLCGDFQGPEAGCVHPAPPQPPPTGPLSQPPPVPPSAAAAAGPLAGQPRKTSSSRRNAWGNLSYADLITKAIESSAEKRLTLSQIYEWMVKSVPYFKDKGDSNSSAGWKNSIRHNLSLHSKFIRVQNEGTGKSSWWMLNPEGGKSGKSPRRRAASMDNNSKFAKSRGRAAKKKASLQSGQEGPGDSPGSQFSKWPASPGSHS.... Result: 0 (no interaction).